From a dataset of CYP3A4 inhibition data for predicting drug metabolism from PubChem BioAssay. Regression/Classification. Given a drug SMILES string, predict its absorption, distribution, metabolism, or excretion properties. Task type varies by dataset: regression for continuous measurements (e.g., permeability, clearance, half-life) or binary classification for categorical outcomes (e.g., BBB penetration, CYP inhibition). Dataset: cyp3a4_veith. (1) The molecule is Cc1c[nH]c(=O)n(CCCN2CCN(c3ccccc3OCC(F)(F)F)CC2)c1=O. The result is 1 (inhibitor). (2) The compound is COC(=O)[C@@H]1C[C@H]1[C@@H](NC(=O)c1ccccc1)c1ccccc1. The result is 0 (non-inhibitor).